This data is from Forward reaction prediction with 1.9M reactions from USPTO patents (1976-2016). The task is: Predict the product of the given reaction. Given the reactants C1C=CC(P(C2C=CC=CC=2)C2C=CC=CC=2)=CC=1.CC(OC(/N=N/C(OC(C)C)=O)=O)C.[C:34]([O:38][C:39]([NH:41][C@H:42]([CH2:45][O:46][Si:47]([C:50]([CH3:53])([CH3:52])[CH3:51])([CH3:49])[CH3:48])[CH2:43]O)=[O:40])([CH3:37])([CH3:36])[CH3:35].O, predict the reaction product. The product is: [Si:47]([O:46][CH2:45][CH:42]1[CH2:43][N@@:41]1[C:39]([O:38][C:34]([CH3:37])([CH3:36])[CH3:35])=[O:40])([C:50]([CH3:53])([CH3:52])[CH3:51])([CH3:49])[CH3:48].